This data is from Catalyst prediction with 721,799 reactions and 888 catalyst types from USPTO. The task is: Predict which catalyst facilitates the given reaction. Reactant: [CH3:1][O:2][C:3]([C:5]1[S:6][C:7]([C:29]#[C:30][C:31]([CH3:34])([CH3:33])[CH3:32])=[CH:8][C:9]=1[N:10]1[C@H:15]([CH:16]2[CH2:21][CH2:20][CH2:19][CH2:18][CH2:17]2)[CH2:14][O:13][C@@:12]([CH2:23][CH:24]([OH:27])CO)([CH3:22])[C:11]1=[O:28])=[O:4].O.I([O-])(=O)(=O)=O.[Na+].[BH4-].[Na+]. Product: [CH3:1][O:2][C:3]([C:5]1[S:6][C:7]([C:29]#[C:30][C:31]([CH3:34])([CH3:33])[CH3:32])=[CH:8][C:9]=1[N:10]1[C@H:15]([CH:16]2[CH2:21][CH2:20][CH2:19][CH2:18][CH2:17]2)[CH2:14][O:13][C@@:12]([CH2:23][CH2:24][OH:27])([CH3:22])[C:11]1=[O:28])=[O:4]. The catalyst class is: 1.